Dataset: Reaction yield outcomes from USPTO patents with 853,638 reactions. Task: Predict the reaction yield, written as a fraction of the theoretical maximum amount of product (1.0 means a 100% yield; for example, 0.34 means a 34% yield). (1) The reactants are [H-].[Na+].[NH2:3][CH2:4][C:5]1([NH:11][C:12]2[CH:17]=[CH:16][CH:15]=[CH:14][CH:13]=2)[CH2:10][CH2:9][CH2:8][CH2:7][CH2:6]1.Br[CH2:19][C:20]([O:22][CH2:23][CH3:24])=[O:21].O. The catalyst is CN(C)C=O. The product is [C:12]1([NH:11][C:5]2([CH2:4][NH:3][CH2:19][C:20]([O:22][CH2:23][CH3:24])=[O:21])[CH2:10][CH2:9][CH2:8][CH2:7][CH2:6]2)[CH:17]=[CH:16][CH:15]=[CH:14][CH:13]=1. The yield is 0.650. (2) The product is [CH3:1][O:2][C:3]([C:5]1[CH:13]=[C:12]2[C:8]([CH:9]=[CH:10][N:11]2[CH2:21][C:20]2[CH:19]=[CH:18][C:17]([O:16][CH:15]([F:14])[F:25])=[CH:24][CH:23]=2)=[CH:7][CH:6]=1)=[O:4]. The yield is 0.210. The reactants are [CH3:1][O:2][C:3]([C:5]1[CH:13]=[C:12]2[C:8]([CH:9]=[CH:10][NH:11]2)=[CH:7][CH:6]=1)=[O:4].[F:14][CH:15]([F:25])[O:16][C:17]1[CH:24]=[CH:23][C:20]([CH2:21]Br)=[CH:19][CH:18]=1.[H-].[Na+]. The catalyst is CN(C=O)C.O.C(OCC)(=O)C. (3) The reactants are [H-].[Al+3].[Li+].[H-].[H-].[H-].[C:7]([O:11][C:12]([N:14]1[CH2:19][CH2:18][C:17]([NH:23][C:24]([O:26][C:27]([CH3:30])([CH3:29])[CH3:28])=[O:25])([C:20](O)=[O:21])[CH2:16][CH2:15]1)=[O:13])([CH3:10])([CH3:9])[CH3:8].O.[OH-].[Na+]. The catalyst is O1CCCC1. The product is [C:7]([O:11][C:12]([N:14]1[CH2:19][CH2:18][C:17]([NH:23][C:24]([O:26][C:27]([CH3:30])([CH3:29])[CH3:28])=[O:25])([CH2:20][OH:21])[CH2:16][CH2:15]1)=[O:13])([CH3:9])([CH3:10])[CH3:8]. The yield is 0.490. (4) The reactants are [Cl:1][C:2]1[CH:7]=[CH:6][C:5](B(O)O)=[C:4]([F:11])[CH:3]=1.[NH2:12][C:13]1[CH:18]=[N:17][C:16](Br)=[CH:15][N:14]=1.C1(C)C=CC=CC=1.C([O-])([O-])=O.[Na+].[Na+]. The catalyst is FC(F)(F)C([O-])=O.[Pd+2].FC(F)(F)C([O-])=O.C1(P(C2C=CC=CC=2)C2C=CC=CC=2)C=CC=CC=1.O.C(O)C. The product is [Cl:1][C:2]1[CH:7]=[CH:6][C:5]([C:16]2[N:17]=[CH:18][C:13]([NH2:12])=[N:14][CH:15]=2)=[C:4]([F:11])[CH:3]=1. The yield is 0.780. (5) The yield is 0.880. The catalyst is C(OCC)(=O)C.O.CN(C=O)C.C(N(CC)CC)C. The product is [ClH:39].[OH:42][NH:41][C:13]([C:10]1([S:16]([N:19]2[CH2:20][CH2:21][CH:22]([O:25][C:26]3[CH:31]=[CH:30][C:29]([O:32][C:33]([F:35])([F:36])[F:34])=[CH:28][CH:27]=3)[CH2:23][CH2:24]2)(=[O:18])=[O:17])[CH2:11][CH2:12][N:7]([CH2:6][CH2:5][O:4][CH3:3])[CH2:8][CH2:9]1)=[O:15]. The reactants are N#N.[CH3:3][O:4][CH2:5][CH2:6][N:7]1[CH2:12][CH2:11][C:10]([S:16]([N:19]2[CH2:24][CH2:23][CH:22]([O:25][C:26]3[CH:31]=[CH:30][C:29]([O:32][C:33]([F:36])([F:35])[F:34])=[CH:28][CH:27]=3)[CH2:21][CH2:20]2)(=[O:18])=[O:17])([C:13]([OH:15])=O)[CH2:9][CH2:8]1.C(Cl)C[Cl:39].[NH2:41][O:42]C1CCCCO1.